Dataset: Full USPTO retrosynthesis dataset with 1.9M reactions from patents (1976-2016). Task: Predict the reactants needed to synthesize the given product. (1) Given the product [Br:27][C:28]1[CH:34]=[CH:33][CH:32]=[CH:31][C:29]=1[NH:30][C:14]([CH:11]1[CH2:10][CH2:9][N:8]([C:6]([O:5][C:1]([CH3:2])([CH3:3])[CH3:4])=[O:7])[CH2:13][CH2:12]1)=[O:16], predict the reactants needed to synthesize it. The reactants are: [C:1]([O:5][C:6]([N:8]1[CH2:13][CH2:12][CH:11]([C:14]([OH:16])=O)[CH2:10][CH2:9]1)=[O:7])([CH3:4])([CH3:3])[CH3:2].N1C=CC=CC=1.O=S(Cl)Cl.[Br:27][C:28]1[CH:34]=[CH:33][CH:32]=[CH:31][C:29]=1[NH2:30]. (2) Given the product [CH2:2]([O:4][C:5]([CH:7]1[CH:12]([NH:13][CH2:32][C:31]2[CH:34]=[CH:35][C:28]([F:27])=[CH:29][CH:30]=2)[CH2:11][CH:10]=[CH:9][CH2:8]1)=[O:6])[CH3:3], predict the reactants needed to synthesize it. The reactants are: Cl.[CH2:2]([O:4][C:5]([C@H:7]1[C@@H:12]([NH2:13])[CH2:11][CH:10]=[CH:9][CH2:8]1)=[O:6])[CH3:3].C(N(CC)CC)C.S([O-])([O-])(=O)=O.[Mg+2].[F:27][C:28]1[CH:35]=[CH:34][C:31]([CH:32]=O)=[CH:30][CH:29]=1.[BH4-].[Na+].C(=O)(O)[O-].[Na+]. (3) Given the product [CH3:32][C:29]([N:33]([CH2:35][CH2:36][O:37][CH3:38])[CH3:34])([CH3:28])[C:30]#[C:31][C:16]1[CH:15]=[CH:14][C:13]2[C:9]([C:6]3[CH:5]=[CH:4][C:3]([C:2]([F:26])([F:27])[F:1])=[CH:8][CH:7]=3)=[N:10][S:11][C:12]=2[CH:17]=1, predict the reactants needed to synthesize it. The reactants are: [F:1][C:2]([F:27])([F:26])[C:3]1[CH:8]=[CH:7][C:6]([C:9]2[C:13]3[CH:14]=[CH:15][C:16](OS(C(F)(F)F)(=O)=O)=[CH:17][C:12]=3[S:11][N:10]=2)=[CH:5][CH:4]=1.[CH3:28][C:29]([N:33]([CH2:35][CH2:36][O:37][CH3:38])[CH3:34])([CH3:32])[C:30]#[CH:31].